This data is from Merck oncology drug combination screen with 23,052 pairs across 39 cell lines. The task is: Regression. Given two drug SMILES strings and cell line genomic features, predict the synergy score measuring deviation from expected non-interaction effect. Drug 1: COc1cc(C2c3cc4c(cc3C(OC3OC5COC(C)OC5C(O)C3O)C3COC(=O)C23)OCO4)cc(OC)c1O. Drug 2: CS(=O)(=O)CCNCc1ccc(-c2ccc3ncnc(Nc4ccc(OCc5cccc(F)c5)c(Cl)c4)c3c2)o1. Cell line: UWB1289BRCA1. Synergy scores: synergy=35.2.